This data is from Forward reaction prediction with 1.9M reactions from USPTO patents (1976-2016). The task is: Predict the product of the given reaction. (1) The product is: [Cl:22][C:23]1[CH:24]=[C:25]([CH:29]=[CH:30][CH:31]=1)[C:26]([NH:1][C:2]1[CH:10]=[CH:9][CH:8]=[C:7]2[C:3]=1[C:4](=[O:21])[N:5]([C:12]1([CH3:20])[CH2:17][CH2:16][C:15](=[O:18])[NH:14][C:13]1=[O:19])[C:6]2=[O:11])=[O:27]. Given the reactants [NH2:1][C:2]1[CH:10]=[CH:9][CH:8]=[C:7]2[C:3]=1[C:4](=[O:21])[N:5]([C:12]1([CH3:20])[CH2:17][CH2:16][C:15](=[O:18])[NH:14][C:13]1=[O:19])[C:6]2=[O:11].[Cl:22][C:23]1[CH:24]=[C:25]([CH:29]=[CH:30][CH:31]=1)[C:26](Cl)=[O:27].CO, predict the reaction product. (2) Given the reactants [C:1]([Si:5]([O:8][CH2:9][C:10]1[CH:15]=[CH:14][C:13](I)=[CH:12][CH:11]=1)([CH3:7])[CH3:6])([CH3:4])([CH3:3])[CH3:2].[Br:17][C:18]1[CH:23]=[CH:22][C:21](B(O)O)=[C:20]([F:27])[CH:19]=1, predict the reaction product. The product is: [Br:17][C:18]1[CH:23]=[CH:22][C:21]([C:13]2[CH:14]=[CH:15][C:10]([CH2:9][O:8][Si:5]([C:1]([CH3:4])([CH3:3])[CH3:2])([CH3:7])[CH3:6])=[CH:11][CH:12]=2)=[C:20]([F:27])[CH:19]=1. (3) Given the reactants [CH:1]1([CH:5]=O)[CH2:4][CH2:3][CH2:2]1.[CH3:7][C:8]([S@@:11]([NH2:13])=[O:12])([CH3:10])[CH3:9].S([O-])([O-])(=O)=O.[Mg+2], predict the reaction product. The product is: [CH:1]1(/[CH:5]=[N:13]/[S@:11]([C:8]([CH3:10])([CH3:9])[CH3:7])=[O:12])[CH2:4][CH2:3][CH2:2]1. (4) Given the reactants C(OC([N:8]1[CH2:13][CH2:12][CH:11]([C:14]2[CH:19]=[CH:18][CH:17]=[C:16]([C:20]3[N:28]4[C:23]([C:24]([NH2:29])=[N:25][CH:26]=[N:27]4)=[C:22]([C:30]4[CH:31]=[CH:32][C:33]5[C:37]([CH:38]=4)=[N:36][N:35]([CH2:39][C:40]4[CH:45]=[CH:44][CH:43]=[CH:42][CH:41]=4)[CH:34]=5)[CH:21]=3)[CH:15]=2)[CH2:10][CH2:9]1)=O)(C)(C)C.C(OCC)(=O)C, predict the reaction product. The product is: [CH2:39]([N:35]1[CH:34]=[C:33]2[C:37]([CH:38]=[C:30]([C:22]3[CH:21]=[C:20]([C:16]4[CH:17]=[CH:18][CH:19]=[C:14]([CH:11]5[CH2:12][CH2:13][NH:8][CH2:9][CH2:10]5)[CH:15]=4)[N:28]4[C:23]=3[C:24]([NH2:29])=[N:25][CH:26]=[N:27]4)[CH:31]=[CH:32]2)=[N:36]1)[C:40]1[CH:45]=[CH:44][CH:43]=[CH:42][CH:41]=1.